Task: Predict the reaction yield, written as a fraction of the theoretical maximum amount of product (1.0 means a 100% yield; for example, 0.34 means a 34% yield).. Dataset: Reaction yield outcomes from USPTO patents with 853,638 reactions (1) The reactants are Cl[C:2]1[C:7]([C:8]2[CH:13]=[CH:12][CH:11]=[C:10]([O:14][CH3:15])[CH:9]=2)=[CH:6][N:5]=[C:4]2[N:16]([S:19]([C:22]3[CH:27]=[CH:26][CH:25]=[CH:24][CH:23]=3)(=[O:21])=[O:20])[CH:17]=[CH:18][C:3]=12.[N:28]1([C:34]([O:36][C:37]([CH3:40])([CH3:39])[CH3:38])=[O:35])[CH2:33][CH2:32][NH:31][CH2:30][CH2:29]1.CC1(C)C2C(=C(P(C3C=CC=CC=3)C3C=CC=CC=3)C=CC=2)OC2C(P(C3C=CC=CC=3)C3C=CC=CC=3)=CC=CC1=2.C([O-])([O-])=O.[Cs+].[Cs+]. The catalyst is C1(C)C=CC=CC=1.CC([O-])=O.CC([O-])=O.[Pd+2]. The product is [CH3:15][O:14][C:10]1[CH:9]=[C:8]([C:7]2[C:2]([N:31]3[CH2:30][CH2:29][N:28]([C:34]([O:36][C:37]([CH3:40])([CH3:39])[CH3:38])=[O:35])[CH2:33][CH2:32]3)=[C:3]3[CH:18]=[CH:17][N:16]([S:19]([C:22]4[CH:27]=[CH:26][CH:25]=[CH:24][CH:23]=4)(=[O:21])=[O:20])[C:4]3=[N:5][CH:6]=2)[CH:13]=[CH:12][CH:11]=1. The yield is 0.290. (2) The catalyst is CN(C=O)C.CCOC(C)=O.O. The product is [CH3:28][C:26]1[O:25][N:24]=[C:23]([C:4]2[C:5]([N:8]([C:16]([O:18][C:19]([CH3:22])([CH3:21])[CH3:20])=[O:17])[C:9](=[O:15])[O:10][C:11]([CH3:14])([CH3:13])[CH3:12])=[N:6][CH:7]=[C:2]([N:29]3[CH2:34][CH2:33][NH:32][CH2:31][CH2:30]3)[N:3]=2)[N:27]=1. The yield is 0.670. The reactants are Br[C:2]1[N:3]=[C:4]([C:23]2[N:27]=[C:26]([CH3:28])[O:25][N:24]=2)[C:5]([N:8]([C:16]([O:18][C:19]([CH3:22])([CH3:21])[CH3:20])=[O:17])[C:9](=[O:15])[O:10][C:11]([CH3:14])([CH3:13])[CH3:12])=[N:6][CH:7]=1.[NH:29]1[CH2:34][CH2:33][NH:32][CH2:31][CH2:30]1. (3) The reactants are [CH:1]1([C:6](=O)[CH2:7][C:8]2[CH:13]=[CH:12][CH:11]=[CH:10][CH:9]=2)[CH2:5][CH2:4][CH2:3][CH2:2]1.[CH2:15]([O:17][C:18]1[CH:19]=[C:20]([CH:23]=[C:24]([N+:27]([O-:29])=[O:28])[C:25]=1[OH:26])[CH:21]=O)[CH3:16].[NH2:30][C:31]([NH2:33])=[O:32].Cl. The catalyst is C(O)C. The product is [CH:1]1([C:6]2[NH:33][C:31](=[O:32])[NH:30][CH:21]([C:20]3[CH:23]=[C:24]([N+:27]([O-:29])=[O:28])[C:25]([OH:26])=[C:18]([O:17][CH2:15][CH3:16])[CH:19]=3)[C:7]=2[C:8]2[CH:13]=[CH:12][CH:11]=[CH:10][CH:9]=2)[CH2:5][CH2:4][CH2:3][CH2:2]1. The yield is 0.0296. (4) The reactants are [F:1][C:2]1[C:3]([N+:16]([O-])=O)=[CH:4][C:5]([N+:13]([O-])=O)=[C:6]([CH:8]=[CH:9]N(C)C)[CH:7]=1. The catalyst is CCO.[Ni]. The product is [F:1][C:2]1[CH:7]=[C:6]2[C:5](=[CH:4][C:3]=1[NH2:16])[NH:13][CH:9]=[CH:8]2. The yield is 0.160.